From a dataset of Full USPTO retrosynthesis dataset with 1.9M reactions from patents (1976-2016). Predict the reactants needed to synthesize the given product. (1) Given the product [C:12]([O:15][CH2:10][C:5]1[C:4]([CH3:11])=[C:3]([O:2][CH3:1])[CH:8]=[CH:7][N:6]=1)(=[O:14])[CH3:13], predict the reactants needed to synthesize it. The reactants are: [CH3:1][O:2][C:3]1[CH:8]=[CH:7][N+:6]([O-])=[C:5]([CH3:10])[C:4]=1[CH3:11].[C:12]([O:15]C(=O)C)(=[O:14])[CH3:13]. (2) Given the product [Cl:13][C:12]1[CH:11]=[C:5]2[C:4](=[CH:3][C:2]=1[Cl:1])[C:9](=[O:10])[N:19]([CH2:14][C:15]([CH3:16])([CH3:17])[CH3:18])[C:20]([C:21]([O:23][CH3:24])=[O:22])=[C:6]2[OH:8], predict the reactants needed to synthesize it. The reactants are: [Cl:1][C:2]1[CH:3]=[C:4]2[C:9](=[O:10])[O:8][C:6](=O)[C:5]2=[CH:11][C:12]=1[Cl:13].[CH2:14]([NH:19][CH2:20][C:21]([O:23][CH3:24])=[O:22])[C:15]([CH3:18])([CH3:17])[CH3:16].C(=O)([O-])[O-].[K+].[K+].CI.C[O-].[Na+].CO.Cl. (3) Given the product [NH3:4].[Cl:37][C:33]1[CH:34]=[CH:35][CH:36]=[C:29]([F:28])[C:30]=1[CH2:31][NH:32][C:15](=[O:16])[CH2:14][CH2:13][C:9]1[CH:10]=[CH:11][CH:12]=[C:7]([CH2:6][C@H:5]([NH:4][CH2:3][C@H:2]([OH:1])[C:19]2[CH:24]=[CH:23][C:22]([OH:25])=[C:21]([CH2:26][OH:27])[CH:20]=2)[CH3:18])[CH:8]=1, predict the reactants needed to synthesize it. The reactants are: [OH:1][C@H:2]([C:19]1[CH:24]=[CH:23][C:22]([OH:25])=[C:21]([CH2:26][OH:27])[CH:20]=1)[CH2:3][NH:4][C@H:5]([CH3:18])[CH2:6][C:7]1[CH:8]=[C:9]([CH2:13][CH2:14][C:15](O)=[O:16])[CH:10]=[CH:11][CH:12]=1.[F:28][C:29]1[CH:36]=[CH:35][CH:34]=[C:33]([Cl:37])[C:30]=1[CH2:31][NH2:32].C(N(CC)CC)C. (4) Given the product [NH:25]1[CH2:26][CH2:27][CH:22]([N:20]2[CH:21]=[C:17]([C:15]3[CH:16]=[C:11]([C:8]4[S:9][C:10]5[CH:2]=[CH:3][CH:4]=[C:5]([O:43][C:44]([F:47])([F:46])[F:45])[C:6]=5[N:7]=4)[C:12]([NH2:28])=[N:13][CH:14]=3)[CH:18]=[N:19]2)[CH2:23][CH2:24]1, predict the reactants needed to synthesize it. The reactants are: F[C:2]1[C:10]2[S:9][C:8]([C:11]3[C:12]([NH2:28])=[N:13][CH:14]=[C:15]([C:17]4[CH:18]=[N:19][N:20]([CH:22]5[CH2:27][CH2:26][NH:25][CH2:24][CH2:23]5)[CH:21]=4)[CH:16]=3)=[N:7][C:6]=2[C:5](C(F)(F)F)=[CH:4][CH:3]=1.IC1SC2C=CC=C([O:43][C:44]([F:47])([F:46])[F:45])C=2N=1. (5) Given the product [F:32][C:29]([F:30])([F:31])[C:26]1[CH:27]=[CH:28][C:23]([O:22][CH2:21][C:19]2[NH:18][C:17]3[CH:33]=[CH:34][C:14]([C:4]4[CH:8]=[CH:9][CH:10]=[CH:11][C:3]=4[C:2]([OH:6])([CH3:12])[CH3:1])=[CH:15][C:16]=3[N:20]=2)=[CH:24][CH:25]=1, predict the reactants needed to synthesize it. The reactants are: [CH3:1][C:2]1([CH3:12])[O:6]B(O)[C:4]2[CH:8]=[CH:9][CH:10]=[CH:11][C:3]1=2.Br[C:14]1[CH:34]=[CH:33][C:17]2[NH:18][C:19]([CH2:21][O:22][C:23]3[CH:28]=[CH:27][C:26]([C:29]([F:32])([F:31])[F:30])=[CH:25][CH:24]=3)=[N:20][C:16]=2[CH:15]=1.C(Cl)Cl.